From a dataset of Full USPTO retrosynthesis dataset with 1.9M reactions from patents (1976-2016). Predict the reactants needed to synthesize the given product. (1) The reactants are: [Cl:1][C:2]1[CH:24]=[CH:23][C:5]([O:6][CH2:7][CH:8]2[CH2:13][NH:12][CH2:11][CH2:10][N:9]2[C:14]2[CH:19]=[CH:18][C:17]([CH:20]([CH3:22])[CH3:21])=[CH:16][CH:15]=2)=[CH:4][CH:3]=1.Cl.C(OCC)(=O)C. Given the product [ClH:1].[Cl:1][C:2]1[CH:24]=[CH:23][C:5]([O:6][CH2:7][CH:8]2[CH2:13][NH:12][CH2:11][CH2:10][N:9]2[C:14]2[CH:19]=[CH:18][C:17]([CH:20]([CH3:21])[CH3:22])=[CH:16][CH:15]=2)=[CH:4][CH:3]=1, predict the reactants needed to synthesize it. (2) The reactants are: [CH:1]([C:3]1[CH:4]=[C:5]2[C:10](=[CH:11][CH:12]=1)[N:9]=[CH:8][C:7]([C:13]#[N:14])=[C:6]2[O:15][CH2:16][CH2:17][O:18][CH3:19])=O.[CH:20]1([NH:23][C:24]2[S:25][CH2:26][C:27](=[O:29])[N:28]=2)[CH2:22][CH2:21]1.C([O-])(=O)C.[Na+]. Given the product [CH:20]1([NH:23][C:24]2[S:25]/[C:26](=[CH:1]\[C:3]3[CH:4]=[C:5]4[C:10](=[CH:11][CH:12]=3)[N:9]=[CH:8][C:7]([C:13]#[N:14])=[C:6]4[O:15][CH2:16][CH2:17][O:18][CH3:19])/[C:27](=[O:29])[N:28]=2)[CH2:22][CH2:21]1, predict the reactants needed to synthesize it. (3) Given the product [CH2:17]([O:16][C:13]1[CH:12]=[CH:11][C:10]([C:8](=[O:9])[CH2:7][C:4]2[CH:3]=[CH:2][N:1]=[CH:6][CH:5]=2)=[CH:15][CH:14]=1)[C:18]1[CH:27]=[CH:26][CH:25]=[CH:20][CH:21]=1, predict the reactants needed to synthesize it. The reactants are: [N:1]1[CH:6]=[CH:5][C:4]([CH2:7][C:8]([C:10]2[CH:15]=[CH:14][C:13]([O:16][CH2:17][C:18]3[CH:27]=[CH:26][C:25]4[C:20](=[CH:21]C=CC=4)N=3)=[CH:12][CH:11]=2)=[O:9])=[CH:3][CH:2]=1.C(OC1C=CC(C(N(OC)C)=O)=CC=1)C1C=CC=CC=1. (4) The reactants are: [CH2:1]([N:8]1[C:16]2[C:11](=[CH:12][CH:13]=[CH:14][CH:15]=2)[CH2:10][CH2:9]1)[C:2]1[CH:7]=[CH:6][CH:5]=[CH:4][CH:3]=1.[N+](CC)([O-])=O.N1CC[CH2:25][CH2:24][CH2:23]1.[CH3:28][O:29][C:30]1[CH:31]=[C:32]2[C:37](=[CH:38][C:39]=1[O:40][CH3:41])/[C:36](=[CH:42]\[C:43]([O:45][CH2:46][CH3:47])=[O:44])/[NH:35][CH2:34][CH2:33]2. Given the product [CH2:1]([N:8]1[C:16]2[C:11](=[CH:12][C:13]([C:23]3[C:42]([C:43]([O:45][CH2:46][CH3:47])=[O:44])=[C:36]4[C:37]5[C:32](=[CH:31][C:30]([O:29][CH3:28])=[C:39]([O:40][CH3:41])[CH:38]=5)[CH2:33][CH2:34][N:35]4[C:24]=3[CH3:25])=[CH:14][CH:15]=2)[CH2:10][CH2:9]1)[C:2]1[CH:3]=[CH:4][CH:5]=[CH:6][CH:7]=1, predict the reactants needed to synthesize it.